Regression. Given two drug SMILES strings and cell line genomic features, predict the synergy score measuring deviation from expected non-interaction effect. From a dataset of NCI-60 drug combinations with 297,098 pairs across 59 cell lines. (1) Drug 1: CC(C)NC(=O)C1=CC=C(C=C1)CNNC.Cl. Drug 2: CC1C(C(CC(O1)OC2CC(CC3=C2C(=C4C(=C3O)C(=O)C5=CC=CC=C5C4=O)O)(C(=O)C)O)N)O. Cell line: LOX IMVI. Synergy scores: CSS=41.1, Synergy_ZIP=0.838, Synergy_Bliss=1.59, Synergy_Loewe=-37.5, Synergy_HSA=2.57. (2) Drug 1: CC1=CC2C(CCC3(C2CCC3(C(=O)C)OC(=O)C)C)C4(C1=CC(=O)CC4)C. Drug 2: CS(=O)(=O)OCCCCOS(=O)(=O)C. Cell line: UO-31. Synergy scores: CSS=3.31, Synergy_ZIP=-1.84, Synergy_Bliss=-0.649, Synergy_Loewe=-1.06, Synergy_HSA=-0.268. (3) Drug 1: CN(C)N=NC1=C(NC=N1)C(=O)N. Drug 2: CCC1(CC2CC(C3=C(CCN(C2)C1)C4=CC=CC=C4N3)(C5=C(C=C6C(=C5)C78CCN9C7C(C=CC9)(C(C(C8N6C=O)(C(=O)OC)O)OC(=O)C)CC)OC)C(=O)OC)O.OS(=O)(=O)O. Cell line: HOP-92. Synergy scores: CSS=-1.38, Synergy_ZIP=-4.22, Synergy_Bliss=-8.60, Synergy_Loewe=-5.53, Synergy_HSA=-5.62. (4) Drug 1: CN(C(=O)NC(C=O)C(C(C(CO)O)O)O)N=O. Drug 2: C1CCC(C(C1)N)N.C(=O)(C(=O)[O-])[O-].[Pt+4]. Cell line: NCI-H322M. Synergy scores: CSS=-2.95, Synergy_ZIP=1.44, Synergy_Bliss=-0.414, Synergy_Loewe=-11.6, Synergy_HSA=-5.84. (5) Drug 1: CCN(CC)CCNC(=O)C1=C(NC(=C1C)C=C2C3=C(C=CC(=C3)F)NC2=O)C. Drug 2: C1=CN(C=N1)CC(O)(P(=O)(O)O)P(=O)(O)O. Cell line: NCI-H460. Synergy scores: CSS=2.93, Synergy_ZIP=-0.466, Synergy_Bliss=0.912, Synergy_Loewe=-2.97, Synergy_HSA=-0.262.